From a dataset of Full USPTO retrosynthesis dataset with 1.9M reactions from patents (1976-2016). Predict the reactants needed to synthesize the given product. (1) Given the product [C:16]([O:20][C:21](=[O:37])[NH:22][C:23]([CH3:36])([CH3:35])[CH2:24][O:25][C:26]1[CH:31]=[CH:30][C:29]([CH:32]=[O:4])=[CH:28][C:27]=1[F:34])([CH3:19])([CH3:18])[CH3:17], predict the reactants needed to synthesize it. The reactants are: NC(C)(C)C[O:4]C1C=CC(C#N)=CC=1F.[C:16]([O:20][C:21](=[O:37])[NH:22][C:23]([CH3:36])([CH3:35])[CH2:24][O:25][C:26]1[CH:31]=[CH:30][C:29]([C:32]#N)=[CH:28][C:27]=1[F:34])([CH3:19])([CH3:18])[CH3:17]. (2) Given the product [F:42][C:43]1[CH:48]=[CH:47][C:46]([C@H:49]([NH:51][CH2:18][CH2:17][C:14]2[CH:15]=[C:16]3[C:11](=[CH:12][C:13]=2[N+:20]([O-:22])=[O:21])[N:10]([C:23]([C:36]2[CH:37]=[CH:38][CH:39]=[CH:40][CH:41]=2)([C:30]2[CH:35]=[CH:34][CH:33]=[CH:32][CH:31]=2)[C:24]2[CH:25]=[CH:26][CH:27]=[CH:28][CH:29]=2)[N:9]=[C:8]3[C:6]2[CH:5]=[CH:4][N:3]=[C:2]([CH3:1])[CH:7]=2)[CH3:50])=[CH:45][CH:44]=1, predict the reactants needed to synthesize it. The reactants are: [CH3:1][C:2]1[CH:7]=[C:6]([C:8]2[C:16]3[C:11](=[CH:12][C:13]([N+:20]([O-:22])=[O:21])=[C:14]([CH2:17][CH:18]=O)[CH:15]=3)[N:10]([C:23]([C:36]3[CH:41]=[CH:40][CH:39]=[CH:38][CH:37]=3)([C:30]3[CH:35]=[CH:34][CH:33]=[CH:32][CH:31]=3)[C:24]3[CH:29]=[CH:28][CH:27]=[CH:26][CH:25]=3)[N:9]=2)[CH:5]=[CH:4][N:3]=1.[F:42][C:43]1[CH:48]=[CH:47][C:46]([C@H:49]([NH2:51])[CH3:50])=[CH:45][CH:44]=1.C(O[BH-](OC(=O)C)OC(=O)C)(=O)C.[Na+]. (3) Given the product [CH2:5]([O:4][C:2]([CH3:1])([CH3:3])[CH2:13][CH2:14][CH2:15][CH:16]([CH3:17])[C:22](=[O:23])[CH3:32])[C:26]1[CH:31]=[CH:30][CH:29]=[CH:28][CH:27]=1, predict the reactants needed to synthesize it. The reactants are: [CH3:1][C:2]([C:13]1C=[CH:17][CH:16]=[CH:15][CH:14]=1)([O:4][CH2:5]CCCC(C)C=C)[CH3:3].CN([CH:22]=[O:23])C.O=O.[CH:26]1[CH:31]=[CH:30][CH:29]=[CH:28][CH:27]=1.[CH3:32]CCCCC. (4) Given the product [C:1]([O:5][C:6](=[O:14])[NH:7][CH:8]1[CH2:13][CH2:12][N:11]([CH2:29][CH2:28][S:27][C:23]2[CH:22]=[N:21][C:20]3[C:25](=[CH:26][C:17]([O:16][CH3:15])=[CH:18][CH:19]=3)[N:24]=2)[CH2:10][CH2:9]1)([CH3:4])([CH3:2])[CH3:3], predict the reactants needed to synthesize it. The reactants are: [C:1]([O:5][C:6](=[O:14])[NH:7][CH:8]1[CH2:13][CH2:12][NH:11][CH2:10][CH2:9]1)([CH3:4])([CH3:3])[CH3:2].[CH3:15][O:16][C:17]1[CH:26]=[C:25]2[C:20]([N:21]=[CH:22][C:23]([S:27][CH2:28][CH:29]=O)=[N:24]2)=[CH:19][CH:18]=1.C(O[BH-](OC(=O)C)OC(=O)C)(=O)C.[Na+]. (5) Given the product [C:12]1([C:10]2[CH:9]=[CH:8][C:5]([C:6]#[N:7])=[CH:4][C:3]=2[CH2:1][CH3:2])[CH2:17][CH2:16][CH2:15][CH2:14][CH:13]=1, predict the reactants needed to synthesize it. The reactants are: [CH2:1]([C:3]1[CH:4]=[C:5]([CH:8]=[CH:9][C:10]=1I)[C:6]#[N:7])[CH3:2].[C:12]1(B(O)O)[CH2:17][CH2:16][CH2:15][CH2:14][CH:13]=1.C[O-].[Na+].